From a dataset of Full USPTO retrosynthesis dataset with 1.9M reactions from patents (1976-2016). Predict the reactants needed to synthesize the given product. (1) Given the product [CH2:12]([C:46]1([OH:53])[C:47]2[C:52](=[CH:51][CH:50]=[CH:49][CH:48]=2)[N:44]([C:42](=[O:43])[C:41]2[CH:55]=[CH:56][C:38]([Cl:37])=[CH:39][CH:40]=2)[C:45]1=[O:54])[C:13]1[CH:18]=[CH:17][CH:16]=[CH:15][CH:14]=1, predict the reactants needed to synthesize it. The reactants are: C1OC2C(=CC=[C-]C=2)O1.[Mg+2].[Br-].[CH2:12]([Mg]Br)[C:13]1[CH:18]=[CH:17][CH:16]=[CH:15][CH:14]=1.C(N1C2C(=CC=CC=2)C(=O)C1=O)CCCC.[Cl:37][C:38]1[CH:56]=[CH:55][C:41]([C:42]([N:44]2[C:52]3[C:47](=[CH:48][CH:49]=[CH:50][CH:51]=3)[C:46](=[O:53])[C:45]2=[O:54])=[O:43])=[CH:40][CH:39]=1. (2) The reactants are: Br[CH2:2][C:3]1[C:7]([C:8](=[O:16])[NH:9][N:10]2[CH2:15][CH2:14][CH2:13][CH2:12][CH2:11]2)=[N:6][N:5]([C:17]2[CH:22]=[CH:21][C:20]([Cl:23])=[CH:19][C:18]=2[Cl:24])[C:4]=1[C:25]1[CH:30]=[CH:29][C:28]([O:31][S:32]([CH2:35][CH2:36][CH3:37])(=[O:34])=[O:33])=[CH:27][CH:26]=1.[OH2:38]. Given the product [Cl:24][C:18]1[CH:19]=[C:20]([Cl:23])[CH:21]=[CH:22][C:17]=1[N:5]1[C:4]([C:25]2[CH:30]=[CH:29][C:28]([O:31][S:32]([CH2:35][CH2:36][CH3:37])(=[O:34])=[O:33])=[CH:27][CH:26]=2)=[C:3]([CH2:2][OH:38])[C:7]([C:8](=[O:16])[NH:9][N:10]2[CH2:11][CH2:12][CH2:13][CH2:14][CH2:15]2)=[N:6]1, predict the reactants needed to synthesize it. (3) Given the product [C:14]1([C:20]2[S:21][CH:22]=[C:23]([C:25]([N:4]3[CH2:5][CH2:6][N:1]([C:7]([O:9][C:10]([CH3:13])([CH3:12])[CH3:11])=[O:8])[CH2:2][CH2:3]3)=[O:26])[N:24]=2)[CH:15]=[CH:16][CH:17]=[CH:18][CH:19]=1, predict the reactants needed to synthesize it. The reactants are: [N:1]1([C:7]([O:9][C:10]([CH3:13])([CH3:12])[CH3:11])=[O:8])[CH2:6][CH2:5][NH:4][CH2:3][CH2:2]1.[C:14]1([C:20]2[S:21][CH:22]=[C:23]([C:25](O)=[O:26])[N:24]=2)[CH:19]=[CH:18][CH:17]=[CH:16][CH:15]=1. (4) Given the product [C:1]([C:5]1[CH:23]=[CH:22][C:8]([C:9]([NH:11][C:12]2[CH:17]=[CH:16][CH:15]=[C:14]([S:18](=[O:20])(=[O:21])[NH2:19])[CH:13]=2)=[O:10])=[C:7]([S:24]([C:25]2[CH:30]=[CH:29][CH:28]=[CH:27][CH:26]=2)=[O:34])[CH:6]=1)([CH3:4])([CH3:2])[CH3:3], predict the reactants needed to synthesize it. The reactants are: [C:1]([C:5]1[CH:23]=[CH:22][C:8]([C:9]([NH:11][C:12]2[CH:17]=[CH:16][CH:15]=[C:14]([S:18](=[O:21])(=[O:20])[NH2:19])[CH:13]=2)=[O:10])=[C:7]([S:24][C:25]2[CH:30]=[CH:29][CH:28]=[CH:27][CH:26]=2)[CH:6]=1)([CH3:4])([CH3:3])[CH3:2].OO.C([O-])(O)=[O:34].[Na+].C(Cl)Cl. (5) Given the product [CH3:23][O:22][C:20]([NH:19][C@@H:9]1[CH:8]2[C:7](=[O:24])[CH2:6][C@H:5]([C:3]([OH:4])=[O:2])[CH2:17][N:15]3[C:16]2=[C:12]([CH:13]=[CH:14]3)[C:11](=[O:18])[CH2:10]1)=[O:21], predict the reactants needed to synthesize it. The reactants are: C[O:2][C:3]([C@@H:5]1[CH2:17][N:15]2[C:16]3[CH:8]([C@@H:9]([NH:19][C:20]([O:22][CH3:23])=[O:21])[CH2:10][C:11](=[O:18])[C:12]=3[CH:13]=[CH:14]2)[C:7](=[O:24])[CH2:6]1)=[O:4].CO.[OH-].[Na+].Cl. (6) Given the product [CH3:1][O:2][C:3](=[O:29])[C:4]1[CH:5]=[C:6]([C:13](=[O:28])[C:14]2[CH:19]=[CH:18][C:17]([N:20]([C:21]3[CH:26]=[CH:25][C:24]([Cl:27])=[CH:23][CH:22]=3)[CH3:32])=[CH:16][CH:15]=2)[CH:7]=[C:8]([NH2:10])[CH:9]=1, predict the reactants needed to synthesize it. The reactants are: [CH3:1][O:2][C:3](=[O:29])[C:4]1[CH:9]=[C:8]([N+:10]([O-])=O)[CH:7]=[C:6]([C:13](=[O:28])[C:14]2[CH:19]=[CH:18][C:17]([NH:20][C:21]3[CH:26]=[CH:25][C:24]([Cl:27])=[CH:23][CH:22]=3)=[CH:16][CH:15]=2)[CH:5]=1.[NH4+].[Cl-].[CH:32](O)(C)C. (7) The reactants are: [NH2:1][C:2]1[N:11]=[CH:10][C:9]2[C:8](SC)=[N:7][CH:6]=[N:5][C:4]=2[CH:3]=1.[CH3:14][C:15]([NH:17][C:18]1[CH:23]=[CH:22][C:21]([NH2:24])=[CH:20][CH:19]=1)=[O:16]. Given the product [NH2:1][C:2]1[N:11]=[CH:10][C:9]2[C:8]([NH:24][C:21]3[CH:20]=[CH:19][C:18]([NH:17][C:15](=[O:16])[CH3:14])=[CH:23][CH:22]=3)=[N:7][CH:6]=[N:5][C:4]=2[CH:3]=1, predict the reactants needed to synthesize it.